This data is from Forward reaction prediction with 1.9M reactions from USPTO patents (1976-2016). The task is: Predict the product of the given reaction. (1) Given the reactants CN1C(=O)CC(=O)N(C)C1=O.C([O:15][C:16]1[CH:21]=[CH:20][C:19]([CH2:22][S:23]([CH2:25][CH2:26][C:27]2[N:31]([CH3:32])[N:30]=[CH:29][CH:28]=2)=[O:24])=[CH:18][CH:17]=1)C=C, predict the reaction product. The product is: [CH3:32][N:31]1[C:27]([CH2:26][CH2:25][S:23]([CH2:22][C:19]2[CH:18]=[CH:17][C:16]([OH:15])=[CH:21][CH:20]=2)=[O:24])=[CH:28][CH:29]=[N:30]1. (2) The product is: [CH2:1]([O:5][CH2:6][CH2:7][O:8][C:9]1[CH:10]=[CH:11][C:12]([C:15]2[CH:16]=[CH:17][C:18]3[N:24]([CH2:25][CH:26]([CH3:27])[CH3:28])[CH2:23][CH2:22][C:21]([C:29]([NH:42][C:43]4[CH:62]=[CH:61][C:46]5[N:47]([CH3:60])[C:48]([S:50][CH2:51][C:52]6[N:56]([CH2:57][CH2:58][CH3:59])[CH:55]=[N:54][CH:53]=6)=[N:49][C:45]=5[CH:44]=4)=[O:31])=[CH:20][C:19]=3[CH:32]=2)=[CH:13][CH:14]=1)[CH2:2][CH2:3][CH3:4]. Given the reactants [CH2:1]([O:5][CH2:6][CH2:7][O:8][C:9]1[CH:14]=[CH:13][C:12]([C:15]2[CH:16]=[CH:17][C:18]3[N:24]([CH2:25][CH:26]([CH3:28])[CH3:27])[CH2:23][CH2:22][C:21]([C:29]([OH:31])=O)=[CH:20][C:19]=3[CH:32]=2)=[CH:11][CH:10]=1)[CH2:2][CH2:3][CH3:4].CN(C=O)C.S(Cl)(Cl)=O.[NH2:42][C:43]1[CH:62]=[CH:61][C:46]2[N:47]([CH3:60])[C:48]([S:50][CH2:51][C:52]3[N:56]([CH2:57][CH2:58][CH3:59])[CH:55]=[N:54][CH:53]=3)=[N:49][C:45]=2[CH:44]=1, predict the reaction product.